Dataset: Full USPTO retrosynthesis dataset with 1.9M reactions from patents (1976-2016). Task: Predict the reactants needed to synthesize the given product. Given the product [F:29][B-:30]([F:33])([F:32])[F:31].[Cl:1][C:2]1[CH:7]=[CH:6][C:5]([I+:15][C:16]2[C:21]([CH3:22])=[CH:20][C:19]([CH3:23])=[CH:18][C:17]=2[CH3:24])=[CH:4][CH:3]=1, predict the reactants needed to synthesize it. The reactants are: [Cl:1][C:2]1[CH:7]=[CH:6][C:5](B(O)O)=[CH:4][CH:3]=1.C(O[I:15](OC(=O)C)[C:16]1[C:21]([CH3:22])=[CH:20][C:19]([CH3:23])=[CH:18][C:17]=1[CH3:24])(=O)C.[F:29][B-:30]([F:33])([F:32])[F:31].C1([I+]C2C=CC=CC=2)C=CC=CC=1.F[B-](F)(F)F.[Na+].